Dataset: Reaction yield outcomes from USPTO patents with 853,638 reactions. Task: Predict the reaction yield, written as a fraction of the theoretical maximum amount of product (1.0 means a 100% yield; for example, 0.34 means a 34% yield). (1) The reactants are C(Cl)(C(Cl)=O)=O.CS(C)=O.[OH:11][CH2:12][CH:13]1[CH2:18][CH2:17][C:16]([C:20]([F:23])([F:22])[F:21])([OH:19])[CH2:15][CH2:14]1.CCN(CC)CC. The catalyst is C(Cl)Cl. The product is [OH:19][C:16]1([C:20]([F:21])([F:22])[F:23])[CH2:17][CH2:18][CH:13]([CH:12]=[O:11])[CH2:14][CH2:15]1. The yield is 0.740. (2) The reactants are [CH2:1]([O:3][C:4](=[O:23])[CH:5]=[CH:6][C:7]1[CH:12]=[CH:11][CH:10]=[CH:9][C:8]=1[CH2:13][O:14][C:15]1[CH:20]=[C:19]([F:21])[CH:18]=[CH:17][C:16]=1Br)[CH3:2].C([O-])(=O)C.[Na+]. The catalyst is [Br-].C([N+](CCCC)(CCCC)CCCC)CCC.CN1CCCC1=O.O.C([O-])(=O)C.[Pd+2].C([O-])(=O)C. The product is [CH2:1]([O:3][C:4](=[O:23])/[CH:5]=[C:6]1/[C:16]2[CH:17]=[CH:18][C:19]([F:21])=[CH:20][C:15]=2[O:14][CH2:13][C:8]2[CH:9]=[CH:10][CH:11]=[CH:12][C:7]/1=2)[CH3:2]. The yield is 0.870. (3) The reactants are [Br:1][C:2]1[CH:3]=[CH:4][C:5]2[N:6]([C:8]([C:12]#[N:13])=[C:9]([CH3:11])[N:10]=2)[CH:7]=1.Cl.CCOC(C)=O.P(S)(OCC)(OCC)=[S:22]. The catalyst is CO.C(OC(C)C)(C)C. The product is [Br:1][C:2]1[CH:3]=[CH:4][C:5]2[N:6]([C:8]([C:12](=[S:22])[NH2:13])=[C:9]([CH3:11])[N:10]=2)[CH:7]=1. The yield is 0.770. (4) The reactants are [C:1]([N:4]1[C:13]2[C:8](=[CH:9][C:10]([N:16]3[CH2:21][CH2:20][O:19][CH2:18][CH2:17]3)=[N:11][C:12]=2[O:14][CH3:15])[C@H:7]([NH:22]C(=O)OCC2C=CC=CC=2)[C@@H:6]([CH3:33])[C@@H:5]1[CH:34]1[CH2:36][CH2:35]1)(=[O:3])[CH3:2]. The catalyst is C(O)C.[Pd]. The product is [NH2:22][C@H:7]1[C:8]2[C:13](=[C:12]([O:14][CH3:15])[N:11]=[C:10]([N:16]3[CH2:17][CH2:18][O:19][CH2:20][CH2:21]3)[CH:9]=2)[N:4]([C:1](=[O:3])[CH3:2])[C@@H:5]([CH:34]2[CH2:36][CH2:35]2)[C@@H:6]1[CH3:33]. The yield is 0.970. (5) The reactants are [CH3:1][N:2]([CH3:22])[C:3]([C:5]1[CH:10]=[C:9]([C:11]2[CH:16]=[CH:15][C:14]([C:17]([F:20])([F:19])[F:18])=[CH:13][CH:12]=2)[N:8]=[C:7](Cl)[N:6]=1)=[O:4].[CH3:23][O:24][C:25]1[CH:26]=[C:27]([NH2:37])[CH:28]=[CH:29][C:30]=1[N:31]1[CH:35]=[C:34]([CH3:36])[N:33]=[CH:32]1. No catalyst specified. The product is [CH3:1][N:2]([CH3:22])[C:3]([C:5]1[CH:10]=[C:9]([C:11]2[CH:16]=[CH:15][C:14]([C:17]([F:20])([F:19])[F:18])=[CH:13][CH:12]=2)[N:8]=[C:7]([NH:37][C:27]2[CH:28]=[CH:29][C:30]([N:31]3[CH:35]=[C:34]([CH3:36])[N:33]=[CH:32]3)=[C:25]([O:24][CH3:23])[CH:26]=2)[N:6]=1)=[O:4]. The yield is 0.510.